From a dataset of Full USPTO retrosynthesis dataset with 1.9M reactions from patents (1976-2016). Predict the reactants needed to synthesize the given product. (1) Given the product [OH:42][C:43]1[CH:44]=[CH:45][C:46]([CH:67]2[CH2:76][CH2:75][C:74]3[CH:73]=[C:72]([OH:77])[CH:71]=[CH:70][C:69]=3[CH2:68]2)=[C:47]([N:49]2[CH2:57][C:56]3[C:51](=[CH:52][CH:53]=[C:54]([O:58][CH2:59][CH2:60][N:61]4[CH2:66][CH2:65][CH2:64][CH2:63][CH2:62]4)[CH:55]=3)[CH2:50]2)[CH:48]=1, predict the reactants needed to synthesize it. The reactants are: COC1C=CC(C2CCC3C(=CC=C(OC)C=3)C2)=C(N2CC3C(=CC=C(O)C=3)C2)C=1.Cl.ClCCN1CCCCC1.C[O:42][C:43]1[CH:44]=[CH:45][C:46]([CH:67]2[CH2:76][CH2:75][C:74]3[C:69](=[CH:70][CH:71]=[C:72]([O:77]C)[CH:73]=3)[CH2:68]2)=[C:47]([N:49]2[CH2:57][C:56]3[C:51](=[CH:52][CH:53]=[C:54]([O:58][CH2:59][CH2:60][N:61]4[CH2:66][CH2:65][CH2:64][CH2:63][CH2:62]4)[CH:55]=3)[CH2:50]2)[CH:48]=1. (2) Given the product [F:1][C:2]1[C:7]([F:8])=[CH:6][CH:5]=[CH:4][C:3]=1[CH2:9][O:10][C:12]1[CH:24]=[C:16]2[N:17]([CH2:22][CH3:23])[C@@H:18]([CH3:21])[CH2:19][CH2:20][N:15]2[C:14](=[O:25])[N:13]=1, predict the reactants needed to synthesize it. The reactants are: [F:1][C:2]1[C:7]([F:8])=[CH:6][CH:5]=[CH:4][C:3]=1[CH2:9][OH:10].Cl[C:12]1[CH:24]=[C:16]2[N:17]([CH2:22][CH3:23])[C@@H:18]([CH3:21])[CH2:19][CH2:20][N:15]2[C:14](=[O:25])[N:13]=1.